This data is from Peptide-MHC class I binding affinity with 185,985 pairs from IEDB/IMGT. The task is: Regression. Given a peptide amino acid sequence and an MHC pseudo amino acid sequence, predict their binding affinity value. This is MHC class I binding data. (1) The peptide sequence is RAAIDRQVSV. The MHC is HLA-A02:02 with pseudo-sequence HLA-A02:02. The binding affinity (normalized) is 0.405. (2) The peptide sequence is YQIEGAWRA. The MHC is BoLA-D18.4 with pseudo-sequence BoLA-D18.4. The binding affinity (normalized) is 0.461. (3) The peptide sequence is IAGFIEGGW. The MHC is HLA-A31:01 with pseudo-sequence HLA-A31:01. The binding affinity (normalized) is 0.0847.